This data is from NCI-60 drug combinations with 297,098 pairs across 59 cell lines. The task is: Regression. Given two drug SMILES strings and cell line genomic features, predict the synergy score measuring deviation from expected non-interaction effect. (1) Drug 1: C1=C(C(=O)NC(=O)N1)F. Drug 2: C1=CC=C(C(=C1)C(C2=CC=C(C=C2)Cl)C(Cl)Cl)Cl. Cell line: MALME-3M. Synergy scores: CSS=32.9, Synergy_ZIP=2.55, Synergy_Bliss=2.75, Synergy_Loewe=-1.82, Synergy_HSA=2.88. (2) Drug 1: CC1C(C(=O)NC(C(=O)N2CCCC2C(=O)N(CC(=O)N(C(C(=O)O1)C(C)C)C)C)C(C)C)NC(=O)C3=C4C(=C(C=C3)C)OC5=C(C(=O)C(=C(C5=N4)C(=O)NC6C(OC(=O)C(N(C(=O)CN(C(=O)C7CCCN7C(=O)C(NC6=O)C(C)C)C)C)C(C)C)C)N)C. Drug 2: CC(C)NC(=O)C1=CC=C(C=C1)CNNC.Cl. Cell line: HS 578T. Synergy scores: CSS=14.2, Synergy_ZIP=-3.60, Synergy_Bliss=-1.73, Synergy_Loewe=-21.1, Synergy_HSA=-2.76. (3) Drug 1: CC1=CC2C(CCC3(C2CCC3(C(=O)C)OC(=O)C)C)C4(C1=CC(=O)CC4)C. Drug 2: CC(C)CN1C=NC2=C1C3=CC=CC=C3N=C2N. Cell line: MOLT-4. Synergy scores: CSS=-2.61, Synergy_ZIP=-1.26, Synergy_Bliss=-4.41, Synergy_Loewe=-7.10, Synergy_HSA=-6.51. (4) Cell line: A498. Drug 2: CC(C)(C#N)C1=CC(=CC(=C1)CN2C=NC=N2)C(C)(C)C#N. Drug 1: C1=CC(=CC=C1CCCC(=O)O)N(CCCl)CCCl. Synergy scores: CSS=16.7, Synergy_ZIP=-6.50, Synergy_Bliss=-3.81, Synergy_Loewe=-3.04, Synergy_HSA=-3.27.